This data is from CYP2C9 inhibition data for predicting drug metabolism from PubChem BioAssay. The task is: Regression/Classification. Given a drug SMILES string, predict its absorption, distribution, metabolism, or excretion properties. Task type varies by dataset: regression for continuous measurements (e.g., permeability, clearance, half-life) or binary classification for categorical outcomes (e.g., BBB penetration, CYP inhibition). Dataset: cyp2c9_veith. (1) The drug is COc1cccc(CNC(=O)CCNC(=O)Cn2ccc3ccccc3c2=O)c1. The result is 1 (inhibitor). (2) The compound is CC(=O)OCC1=C(C(=O)O)N2C(=O)[C@@H](N)[C@@H]2SC1. The result is 0 (non-inhibitor).